From a dataset of Peptide-MHC class I binding affinity with 185,985 pairs from IEDB/IMGT. Regression. Given a peptide amino acid sequence and an MHC pseudo amino acid sequence, predict their binding affinity value. This is MHC class I binding data. (1) The peptide sequence is YQNEVTPEYI. The MHC is HLA-A26:01 with pseudo-sequence HLA-A26:01. The binding affinity (normalized) is 0. (2) The peptide sequence is STCYVFGLY. The MHC is H-2-Kb with pseudo-sequence H-2-Kb. The binding affinity (normalized) is 0.132. (3) The peptide sequence is FMKDGRSLVV. The MHC is HLA-B15:01 with pseudo-sequence HLA-B15:01. The binding affinity (normalized) is 0.524.